This data is from Reaction yield outcomes from USPTO patents with 853,638 reactions. The task is: Predict the reaction yield, written as a fraction of the theoretical maximum amount of product (1.0 means a 100% yield; for example, 0.34 means a 34% yield). (1) The product is [F:22][C:21]([F:24])([F:23])[C:18]1[CH:19]=[CH:20][C:15]([N:4]2[CH2:5][CH2:6][N:1]([C:7]([O:9][C:10]([CH3:13])([CH3:12])[CH3:11])=[O:8])[CH2:2][CH2:3]2)=[CH:16][CH:17]=1. The yield is 0.780. The reactants are [N:1]1([C:7]([O:9][C:10]([CH3:13])([CH3:12])[CH3:11])=[O:8])[CH2:6][CH2:5][NH:4][CH2:3][CH2:2]1.Br[C:15]1[CH:20]=[CH:19][C:18]([C:21]([F:24])([F:23])[F:22])=[CH:17][CH:16]=1.C1C=CC(P(C2C(C3C(P(C4C=CC=CC=4)C4C=CC=CC=4)=CC=C4C=3C=CC=C4)=C3C(C=CC=C3)=CC=2)C2C=CC=CC=2)=CC=1.CC([O-])(C)C.[Na+]. The catalyst is C1C=CC(/C=C/C(/C=C/C2C=CC=CC=2)=O)=CC=1.C1C=CC(/C=C/C(/C=C/C2C=CC=CC=2)=O)=CC=1.C1C=CC(/C=C/C(/C=C/C2C=CC=CC=2)=O)=CC=1.[Pd].[Pd].C1(C)C=CC=CC=1. (2) The reactants are N[C:2]1[C:7]([O:8][CH3:9])=[CH:6][C:5]([F:10])=[CH:4][C:3]=1[C:11](=[O:13])[CH3:12].N([O-])=O.[Na+].[BrH:18]. The catalyst is [Cu](Br)Br. The product is [Br:18][C:2]1[C:7]([O:8][CH3:9])=[CH:6][C:5]([F:10])=[CH:4][C:3]=1[C:11](=[O:13])[CH3:12]. The yield is 0.610. (3) The yield is 0.860. The catalyst is O. The product is [F:1][C:2]1[CH:3]=[C:4]([C@H:9]2[CH2:13][CH2:12][CH2:11][N:10]2[C:14]2[CH:19]=[CH:18][N:17]3[N:20]=[CH:21][C:22]([C:23]([OH:25])=[O:24])=[C:16]3[N:15]=2)[C:5]([CH3:8])=[N:6][CH:7]=1. The reactants are [F:1][C:2]1[CH:3]=[C:4]([C@H:9]2[CH2:13][CH2:12][CH2:11][N:10]2[C:14]2[CH:19]=[CH:18][N:17]3[N:20]=[CH:21][C:22]([C:23]([O:25]CC)=[O:24])=[C:16]3[N:15]=2)[C:5]([CH3:8])=[N:6][CH:7]=1.C1COCC1.CO.O.[OH-].[Li+].